This data is from Full USPTO retrosynthesis dataset with 1.9M reactions from patents (1976-2016). The task is: Predict the reactants needed to synthesize the given product. (1) The reactants are: [NH2:1][C:2]1[CH:11]=[CH:10][C:5]([C:6]([O:8][CH3:9])=[O:7])=[CH:4][CH:3]=1.[N+:12]([O-:15])([O-])=[O:13].[K+].[F:17][C:18]([F:29])([F:28])[C:19](O[C:19](=[O:20])[C:18]([F:29])([F:28])[F:17])=[O:20]. Given the product [N+:12]([C:11]1[CH:10]=[C:5]([CH:4]=[CH:3][C:2]=1[NH:1][C:19](=[O:20])[C:18]([F:29])([F:28])[F:17])[C:6]([O:8][CH3:9])=[O:7])([O-:15])=[O:13], predict the reactants needed to synthesize it. (2) Given the product [Br:15][C:10]1[CH:9]=[C:8]2[C:13]([CH:14]=[C:6]([C:4]([OH:3])=[O:5])[N:7]2[CH2:17][C:18]2[C:27]3[C:22](=[CH:23][CH:24]=[CH:25][CH:26]=3)[CH:21]=[CH:20][CH:19]=2)=[CH:12][CH:11]=1, predict the reactants needed to synthesize it. The reactants are: C([O:3][C:4]([C:6]1[NH:7][C:8]2[C:13]([CH:14]=1)=[CH:12][CH:11]=[C:10]([Br:15])[CH:9]=2)=[O:5])C.Br[CH2:17][C:18]1[C:27]2[C:22](=[CH:23][CH:24]=[CH:25][CH:26]=2)[CH:21]=[CH:20][CH:19]=1. (3) Given the product [Cl:34][CH2:20][CH2:19][NH:18][C:16]([C:13]1[CH:12]=[C:11]([CH3:22])[C:10]([CH:9]([C:3]2[CH:4]=[C:5]([F:8])[CH:6]=[CH:7][C:2]=2[F:1])[S:23]([C:26]2[CH:31]=[CH:30][C:29]([F:32])=[CH:28][CH:27]=2)(=[O:25])=[O:24])=[CH:15][N:14]=1)=[O:17], predict the reactants needed to synthesize it. The reactants are: [F:1][C:2]1[CH:7]=[CH:6][C:5]([F:8])=[CH:4][C:3]=1[CH:9]([S:23]([C:26]1[CH:31]=[CH:30][C:29]([F:32])=[CH:28][CH:27]=1)(=[O:25])=[O:24])[C:10]1[C:11]([CH3:22])=[CH:12][C:13]([C:16]([NH:18][CH2:19][CH2:20]O)=[O:17])=[N:14][CH:15]=1.C(Cl)[Cl:34]. (4) Given the product [C:21]([C:16]1[CH:17]=[CH:18][CH:19]=[CH:20][C:15]=1[O:14][C:9]1[C:8]([NH:7][C:5]2[S:6][C:2]([C:35]3[CH:36]=[C:31]([CH:32]=[CH:33][CH:34]=3)[CH:29]=[O:30])=[C:3]([C:25]([F:28])([F:27])[F:26])[N:4]=2)=[CH:13][CH:12]=[CH:11][N:10]=1)([CH3:24])([CH3:23])[CH3:22], predict the reactants needed to synthesize it. The reactants are: Br[C:2]1[S:6][C:5]([NH:7][C:8]2[C:9]([O:14][C:15]3[CH:20]=[CH:19][CH:18]=[CH:17][C:16]=3[C:21]([CH3:24])([CH3:23])[CH3:22])=[N:10][CH:11]=[CH:12][CH:13]=2)=[N:4][C:3]=1[C:25]([F:28])([F:27])[F:26].[CH:29]([C:31]1[CH:32]=[C:33](B(O)O)[CH:34]=[CH:35][CH:36]=1)=[O:30].